From a dataset of NCI-60 drug combinations with 297,098 pairs across 59 cell lines. Regression. Given two drug SMILES strings and cell line genomic features, predict the synergy score measuring deviation from expected non-interaction effect. (1) Drug 1: CC(C1=C(C=CC(=C1Cl)F)Cl)OC2=C(N=CC(=C2)C3=CN(N=C3)C4CCNCC4)N. Drug 2: CC1C(C(=O)NC(C(=O)N2CCCC2C(=O)N(CC(=O)N(C(C(=O)O1)C(C)C)C)C)C(C)C)NC(=O)C3=C4C(=C(C=C3)C)OC5=C(C(=O)C(=C(C5=N4)C(=O)NC6C(OC(=O)C(N(C(=O)CN(C(=O)C7CCCN7C(=O)C(NC6=O)C(C)C)C)C)C(C)C)C)N)C. Cell line: RXF 393. Synergy scores: CSS=2.55, Synergy_ZIP=8.30, Synergy_Bliss=10.6, Synergy_Loewe=10.8, Synergy_HSA=10.6. (2) Drug 1: CN1CCC(CC1)COC2=C(C=C3C(=C2)N=CN=C3NC4=C(C=C(C=C4)Br)F)OC. Drug 2: CC1=CC2C(CCC3(C2CCC3(C(=O)C)OC(=O)C)C)C4(C1=CC(=O)CC4)C. Cell line: HOP-62. Synergy scores: CSS=-16.2, Synergy_ZIP=1.59, Synergy_Bliss=-9.64, Synergy_Loewe=-18.4, Synergy_HSA=-15.4. (3) Drug 1: CC1=C(C(CCC1)(C)C)C=CC(=CC=CC(=CC(=O)O)C)C. Drug 2: COC1=C2C(=CC3=C1OC=C3)C=CC(=O)O2. Synergy scores: CSS=-3.92, Synergy_ZIP=3.99, Synergy_Bliss=3.50, Synergy_Loewe=-0.228, Synergy_HSA=-1.29. Cell line: NCI/ADR-RES. (4) Synergy scores: CSS=35.7, Synergy_ZIP=2.14, Synergy_Bliss=4.95, Synergy_Loewe=3.43, Synergy_HSA=4.34. Drug 1: CCC1=CC2CC(C3=C(CN(C2)C1)C4=CC=CC=C4N3)(C5=C(C=C6C(=C5)C78CCN9C7C(C=CC9)(C(C(C8N6C)(C(=O)OC)O)OC(=O)C)CC)OC)C(=O)OC.C(C(C(=O)O)O)(C(=O)O)O. Drug 2: CCC1(C2=C(COC1=O)C(=O)N3CC4=CC5=C(C=CC(=C5CN(C)C)O)N=C4C3=C2)O.Cl. Cell line: SK-MEL-28. (5) Drug 1: CN(C(=O)NC(C=O)C(C(C(CO)O)O)O)N=O. Drug 2: C1C(C(OC1N2C=NC(=NC2=O)N)CO)O. Cell line: BT-549. Synergy scores: CSS=15.7, Synergy_ZIP=-3.80, Synergy_Bliss=1.90, Synergy_Loewe=4.79, Synergy_HSA=4.88. (6) Cell line: KM12. Drug 1: C1C(C(OC1N2C=NC3=C(N=C(N=C32)Cl)N)CO)O. Synergy scores: CSS=66.9, Synergy_ZIP=-0.554, Synergy_Bliss=-4.17, Synergy_Loewe=-8.88, Synergy_HSA=-0.477. Drug 2: CC1CCCC2(C(O2)CC(NC(=O)CC(C(C(=O)C(C1O)C)(C)C)O)C(=CC3=CSC(=N3)C)C)C. (7) Synergy scores: CSS=-2.20, Synergy_ZIP=2.33, Synergy_Bliss=0.615, Synergy_Loewe=-1.20, Synergy_HSA=-1.79. Drug 2: CC(C)CN1C=NC2=C1C3=CC=CC=C3N=C2N. Drug 1: CC12CCC(CC1=CCC3C2CCC4(C3CC=C4C5=CN=CC=C5)C)O. Cell line: A498. (8) Drug 1: CC12CCC3C(C1CCC2=O)CC(=C)C4=CC(=O)C=CC34C. Drug 2: C1=C(C(=O)NC(=O)N1)F. Cell line: OVCAR-8. Synergy scores: CSS=52.1, Synergy_ZIP=3.42, Synergy_Bliss=3.80, Synergy_Loewe=4.66, Synergy_HSA=6.43. (9) Drug 1: CNC(=O)C1=NC=CC(=C1)OC2=CC=C(C=C2)NC(=O)NC3=CC(=C(C=C3)Cl)C(F)(F)F. Drug 2: C(CCl)NC(=O)N(CCCl)N=O. Cell line: A498. Synergy scores: CSS=11.0, Synergy_ZIP=1.24, Synergy_Bliss=5.18, Synergy_Loewe=6.55, Synergy_HSA=5.02. (10) Drug 1: CN1CCC(CC1)COC2=C(C=C3C(=C2)N=CN=C3NC4=C(C=C(C=C4)Br)F)OC. Drug 2: CCC1=C2CN3C(=CC4=C(C3=O)COC(=O)C4(CC)O)C2=NC5=C1C=C(C=C5)O. Cell line: NCI/ADR-RES. Synergy scores: CSS=14.4, Synergy_ZIP=-4.62, Synergy_Bliss=0.687, Synergy_Loewe=-9.31, Synergy_HSA=1.18.